The task is: Regression. Given two drug SMILES strings and cell line genomic features, predict the synergy score measuring deviation from expected non-interaction effect.. This data is from NCI-60 drug combinations with 297,098 pairs across 59 cell lines. (1) Drug 1: CN(C)C1=NC(=NC(=N1)N(C)C)N(C)C. Drug 2: CN1C2=C(C=C(C=C2)N(CCCl)CCCl)N=C1CCCC(=O)O.Cl. Cell line: MCF7. Synergy scores: CSS=-0.0870, Synergy_ZIP=-2.77, Synergy_Bliss=-4.61, Synergy_Loewe=-12.8, Synergy_HSA=-7.71. (2) Drug 1: C1=NC2=C(N1)C(=S)N=C(N2)N. Drug 2: C1=NC2=C(N=C(N=C2N1C3C(C(C(O3)CO)O)F)Cl)N. Cell line: MCF7. Synergy scores: CSS=30.4, Synergy_ZIP=-11.8, Synergy_Bliss=-7.80, Synergy_Loewe=-5.77, Synergy_HSA=-4.85. (3) Drug 1: C1=C(C(=O)NC(=O)N1)N(CCCl)CCCl. Drug 2: C1C(C(OC1N2C=NC3=C(N=C(N=C32)Cl)N)CO)O. Cell line: OVCAR-8. Synergy scores: CSS=31.7, Synergy_ZIP=-8.95, Synergy_Bliss=-6.12, Synergy_Loewe=-10.4, Synergy_HSA=-0.588. (4) Drug 1: CC1=C(C=C(C=C1)NC2=NC=CC(=N2)N(C)C3=CC4=NN(C(=C4C=C3)C)C)S(=O)(=O)N.Cl. Drug 2: C1=CC(=C2C(=C1NCCNCCO)C(=O)C3=C(C=CC(=C3C2=O)O)O)NCCNCCO. Cell line: SR. Synergy scores: CSS=52.3, Synergy_ZIP=-1.39, Synergy_Bliss=-3.47, Synergy_Loewe=-30.7, Synergy_HSA=-2.21. (5) Drug 1: C1CC(=O)NC(=O)C1N2CC3=C(C2=O)C=CC=C3N. Drug 2: CNC(=O)C1=NC=CC(=C1)OC2=CC=C(C=C2)NC(=O)NC3=CC(=C(C=C3)Cl)C(F)(F)F. Cell line: UACC-257. Synergy scores: CSS=20.1, Synergy_ZIP=-0.218, Synergy_Bliss=1.21, Synergy_Loewe=-0.0146, Synergy_HSA=0.612. (6) Drug 1: CC1C(C(CC(O1)OC2CC(CC3=C2C(=C4C(=C3O)C(=O)C5=C(C4=O)C(=CC=C5)OC)O)(C(=O)C)O)N)O.Cl. Drug 2: CN(CCCl)CCCl.Cl. Cell line: SF-268. Synergy scores: CSS=17.7, Synergy_ZIP=-0.622, Synergy_Bliss=3.04, Synergy_Loewe=-8.17, Synergy_HSA=1.38.